This data is from Reaction yield outcomes from USPTO patents with 853,638 reactions. The task is: Predict the reaction yield, written as a fraction of the theoretical maximum amount of product (1.0 means a 100% yield; for example, 0.34 means a 34% yield). (1) The reactants are [CH:1]1([CH:7]([NH:30][C:31]2[CH:39]=[CH:38][C:34](C(O)=O)=[CH:33][CH:32]=2)[C:8]2[CH:12]=[C:11]([C:13]3[CH:14]=[N:15][C:16]([O:19][CH2:20][CH2:21][CH2:22][N:23]4[CH2:27][CH2:26][CH2:25][C:24]4=[O:28])=[CH:17][CH:18]=3)[O:10][C:9]=2[CH3:29])[CH2:6][CH2:5][CH2:4][CH2:3][CH2:2]1.[CH3:40][NH:41][CH2:42][CH2:43][C:44]([O:46]CC)=[O:45].Cl.C(N=C=NCCCN(C)C)C.O.[OH:62][C:63]1C2N=NNC=2C=CC=1. The catalyst is CN(C)C=O.C(OCC)(=O)C.C(N(CC)CC)C. The product is [CH:1]1([CH:7]([NH:30][C:31]2[CH:32]=[CH:33][C:34]([C:63]([N:41]([CH3:40])[CH2:42][CH2:43][C:44]([OH:46])=[O:45])=[O:62])=[CH:38][CH:39]=2)[C:8]2[CH:12]=[C:11]([C:13]3[CH:14]=[N:15][C:16]([O:19][CH2:20][CH2:21][CH2:22][N:23]4[CH2:27][CH2:26][CH2:25][C:24]4=[O:28])=[CH:17][CH:18]=3)[O:10][C:9]=2[CH3:29])[CH2:6][CH2:5][CH2:4][CH2:3][CH2:2]1. The yield is 0.730. (2) The reactants are [Br:1][C:2]1[CH:7]=[C:6]([C:8]2[N:13]=[CH:12][CH:11]=[CH:10][N:9]=2)[C:5]([NH:14]C(=O)C(C)(C)C)=[C:4]([N+:21]([O-:23])=[O:22])[CH:3]=1. The catalyst is Cl.O. The product is [Br:1][C:2]1[CH:7]=[C:6]([C:8]2[N:9]=[CH:10][CH:11]=[CH:12][N:13]=2)[C:5]([NH2:14])=[C:4]([N+:21]([O-:23])=[O:22])[CH:3]=1. The yield is 0.910. (3) The reactants are Br[C:2]1[CH:3]=[N:4][CH:5]=[C:6]([Br:8])[CH:7]=1.C1(P(C2C=CC=CC=2)CCCP(C2C=CC=CC=2)C2C=CC=CC=2)C=CC=CC=1.F[B-](F)(F)F.C([N+]1C=CN(C)C=1)CCC.[CH2:53]([OH:56])[CH:54]=[CH2:55].C(N(CC)CC)C.Cl. The catalyst is CC([O-])=O.CC([O-])=O.[Pd+2].C([O-])([O-])=O.[Na+].[Na+]. The product is [Br:8][C:6]1[CH:7]=[C:2]([C:54](=[CH2:55])[CH2:53][OH:56])[CH:3]=[N:4][CH:5]=1. The yield is 0.360. (4) The reactants are [NH2:1][C:2]1[CH:9]=[CH:8][CH:7]=[C:6]([F:10])[C:3]=1[C:4]#[N:5].Br.Br[CH:13]([C:15]1[CH:16]=[C:17]([C:32]([N:34]([CH3:36])[CH3:35])=[O:33])[CH:18]=[C:19]2[C:24]=1[O:23][C:22]([N:25]1[CH2:30][CH2:29][O:28][CH2:27][CH2:26]1)=[CH:21][C:20]2=[O:31])[CH3:14]. No catalyst specified. The product is [C:4]([C:3]1[C:6]([F:10])=[CH:7][CH:8]=[CH:9][C:2]=1[NH:1][CH:13]([C:15]1[CH:16]=[C:17]([C:32]([N:34]([CH3:36])[CH3:35])=[O:33])[CH:18]=[C:19]2[C:24]=1[O:23][C:22]([N:25]1[CH2:30][CH2:29][O:28][CH2:27][CH2:26]1)=[CH:21][C:20]2=[O:31])[CH3:14])#[N:5]. The yield is 0.643. (5) The reactants are [Br:1][C:2]1[CH:3]=[C:4](NC2N=CC(N3CCN(C(OC(C)(C)C)=O)CC3)=CC=2)[C:5](=[O:9])[N:6]([CH3:8])[CH:7]=1.[NH2:30][C:31]1[N:36]=[CH:35][C:34]([N:37]2[C@@H:42]([CH3:43])[CH2:41][N:40]([C:44]([O:46][C:47]([CH3:50])([CH3:49])[CH3:48])=[O:45])[C@H:39]([CH3:51])[CH2:38]2)=[CH:33][CH:32]=1.BrC1C(=O)N(C)C=C(Br)C=1. No catalyst specified. The product is [Br:1][C:2]1[CH:3]=[C:4]([NH:30][C:31]2[N:36]=[CH:35][C:34]([N:37]3[C@@H:42]([CH3:43])[CH2:41][N:40]([C:44]([O:46][C:47]([CH3:49])([CH3:48])[CH3:50])=[O:45])[C@H:39]([CH3:51])[CH2:38]3)=[CH:33][CH:32]=2)[C:5](=[O:9])[N:6]([CH3:8])[CH:7]=1. The yield is 0.790. (6) The reactants are C([O:4][CH2:5][C:6]([N:8]1[CH2:13][CH2:12][CH2:11][CH:10]([O:14][C:15]2[CH:16]=[C:17]3[C:22](=[CH:23][C:24]=2[O:25][CH3:26])[N:21]=[CH:20][N:19]=[C:18]3[NH:27][C:28]2[CH:33]=[CH:32][CH:31]=[C:30]([Cl:34])[C:29]=2[F:35])[CH2:9]1)=[O:7])(=O)C.C(=O)([O-])[O-].[K+].[K+]. The catalyst is CO. The product is [Cl:34][C:30]1[C:29]([F:35])=[C:28]([CH:33]=[CH:32][CH:31]=1)[NH:27][C:18]1[C:17]2[C:22](=[CH:23][C:24]([O:25][CH3:26])=[C:15]([O:14][CH:10]3[CH2:11][CH2:12][CH2:13][N:8]([C:6](=[O:7])[CH2:5][OH:4])[CH2:9]3)[CH:16]=2)[N:21]=[CH:20][N:19]=1. The yield is 0.670. (7) The reactants are N(OC(C)(C)C)=O.[F:8][C:9]1[C:18]([F:19])=[CH:17][C:12]2[NH:13][C:14](N)=[N:15][C:11]=2[CH:10]=1.[ClH:20]. The catalyst is CC(C)=O.[Cu](Cl)Cl. The product is [Cl:20][C:14]1[NH:13][C:12]2[CH:17]=[C:18]([F:19])[C:9]([F:8])=[CH:10][C:11]=2[N:15]=1. The yield is 0.730. (8) The reactants are [C:1]([C:5]1[CH:10]=[CH:9][CH:8]=[CH:7][C:6]=1[OH:11])([CH3:4])([CH3:3])[CH3:2].[OH-].[Na+].[OH-].[I-:15].[Na+].Cl[O-].[Na+].S([O-])([O-])(=O)=S.[Na+].[Na+]. The catalyst is CO. The product is [C:1]([C:5]1[CH:10]=[C:9]([I:15])[CH:8]=[CH:7][C:6]=1[OH:11])([CH3:4])([CH3:2])[CH3:3]. The yield is 0.750. (9) The reactants are Cl.CN(C)CCCN=C=NCC.[Br:13][C:14]1[CH:22]=[C:18]([C:19]([OH:21])=O)[C:17]([OH:23])=[CH:16][CH:15]=1.[F:24][C:25]([F:39])([F:38])[C:26]1[CH:27]=[C:28]([CH:31]=[C:32]([C:34]([F:37])([F:36])[F:35])[CH:33]=1)[CH2:29][NH2:30].Cl. The catalyst is CN(C)C1C=CN=CC=1.O1CCCC1. The product is [F:24][C:25]([F:38])([F:39])[C:26]1[CH:27]=[C:28]([CH2:29][NH:30][C:19](=[O:21])[C:18]2[CH:22]=[C:14]([Br:13])[CH:15]=[CH:16][C:17]=2[OH:23])[CH:31]=[C:32]([C:34]([F:35])([F:36])[F:37])[CH:33]=1. The yield is 0.554. (10) The reactants are [NH2:1][C:2]1[C:3]([F:24])=[C:4]([C:8]2[N:9]=[C:10]([C:20]([CH3:23])([CH3:22])[CH3:21])[S:11][C:12]=2[C:13]2[CH:18]=[CH:17][N:16]=[C:15]([NH2:19])[N:14]=2)[CH:5]=[CH:6][CH:7]=1.[CH3:25][C:26]1[CH:31]=[CH:30][C:29]([F:32])=[CH:28][C:27]=1[S:33](Cl)(=[O:35])=[O:34]. No catalyst specified. The product is [NH2:19][C:15]1[N:14]=[C:13]([C:12]2[S:11][C:10]([C:20]([CH3:21])([CH3:23])[CH3:22])=[N:9][C:8]=2[C:4]2[C:3]([F:24])=[C:2]([NH:1][S:33]([C:27]3[CH:28]=[C:29]([F:32])[CH:30]=[CH:31][C:26]=3[CH3:25])(=[O:34])=[O:35])[CH:7]=[CH:6][CH:5]=2)[CH:18]=[CH:17][N:16]=1. The yield is 0.460.